Dataset: Catalyst prediction with 721,799 reactions and 888 catalyst types from USPTO. Task: Predict which catalyst facilitates the given reaction. Reactant: C[O:2][C:3]([C:5]1[S:9][C:8](/[CH:10]=[CH:11]/[C:12]2[C:13]([CH2:18][CH2:19][CH2:20][CH3:21])=[N:14][O:15][C:16]=2[CH3:17])=[N:7][C:6]=1[CH3:22])=[O:4].O.[OH-].[Li+].CO. Product: [CH2:18]([C:13]1[C:12](/[CH:11]=[CH:10]/[C:8]2[S:9][C:5]([C:3]([OH:4])=[O:2])=[C:6]([CH3:22])[N:7]=2)=[C:16]([CH3:17])[O:15][N:14]=1)[CH2:19][CH2:20][CH3:21]. The catalyst class is: 20.